From a dataset of Reaction yield outcomes from USPTO patents with 853,638 reactions. Predict the reaction yield, written as a fraction of the theoretical maximum amount of product (1.0 means a 100% yield; for example, 0.34 means a 34% yield). (1) The reactants are [N:1]1([C:7]2[C:8]3[CH:31]=[CH:30][N:29]([CH2:32][CH:33]=O)[C:9]=3[N:10]=[C:11]([C:13]3[CH:18]=[CH:17][C:16]([NH:19][C:20]([NH:22][C:23]4[CH:28]=[CH:27][N:26]=[CH:25][CH:24]=4)=[O:21])=[CH:15][CH:14]=3)[N:12]=2)[CH2:6][CH2:5][O:4][CH2:3][CH2:2]1.[C:35]([NH2:39])([CH3:38])([CH3:37])[CH3:36]. No catalyst specified. The product is [C:35]([NH:39][CH2:33][CH2:32][N:29]1[C:9]2[N:10]=[C:11]([C:13]3[CH:14]=[CH:15][C:16]([NH:19][C:20]([NH:22][C:23]4[CH:24]=[CH:25][N:26]=[CH:27][CH:28]=4)=[O:21])=[CH:17][CH:18]=3)[N:12]=[C:7]([N:1]3[CH2:2][CH2:3][O:4][CH2:5][CH2:6]3)[C:8]=2[CH:31]=[CH:30]1)([CH3:38])([CH3:37])[CH3:36]. The yield is 0.230. (2) The reactants are [CH:1]([C:3]1[CH:4]=[C:5]([CH:10]=[CH:11][C:12]=1O)[C:6]([O:8][CH3:9])=[O:7])=[O:2].[CH2:14]([C:16]1[CH:21]=[CH:20][C:19]([Li])=[CH:18][CH:17]=1)[CH3:15].C([Li])(C)(C)C.BrC1C=CC(CC)=CC=1.[Cl-].[NH4+]. The catalyst is O1CCCC1. The product is [CH2:14]([C:16]1[CH:21]=[CH:20][C:19]([CH:1]([OH:2])[C:3]2[CH:4]=[C:5]([CH:10]=[CH:11][CH:12]=2)[C:6]([O:8][CH3:9])=[O:7])=[CH:18][CH:17]=1)[CH3:15]. The yield is 0.460. (3) The reactants are C[O:2][C:3](=[O:58])[CH2:4][NH:5][C:6](=[O:57])[C@H:7]([NH:11][C:12](=[O:56])[C@H:13]([NH:21][C:22](=[O:55])[C@H:23]([NH:25][C:26](=[O:54])[CH2:27][C@@H:28]([OH:53])/[CH:29]=[CH:30]/[CH2:31][CH2:32][S:33][C:34]([C:47]1[CH:52]=[CH:51][CH:50]=[CH:49][CH:48]=1)([C:41]1[CH:46]=[CH:45][CH:44]=[CH:43][CH:42]=1)[C:35]1[CH:40]=[CH:39][CH:38]=[CH:37][CH:36]=1)[CH3:24])[CH2:14][C:15]1[CH:20]=[CH:19][CH:18]=[CH:17][CH:16]=1)[CH:8]([CH3:10])[CH3:9].[Li+].[OH-].C(Cl)(Cl)Cl.Cl. The catalyst is C1COCC1.O. The product is [OH:53][C@@H:28](/[CH:29]=[CH:30]/[CH2:31][CH2:32][S:33][C:34]([C:41]1[CH:46]=[CH:45][CH:44]=[CH:43][CH:42]=1)([C:47]1[CH:48]=[CH:49][CH:50]=[CH:51][CH:52]=1)[C:35]1[CH:40]=[CH:39][CH:38]=[CH:37][CH:36]=1)[CH2:27][C:26]([NH:25][C@H:23]([CH3:24])[C:22]([NH:21][C@H:13]([CH2:14][C:15]1[CH:16]=[CH:17][CH:18]=[CH:19][CH:20]=1)[C:12]([NH:11][C@H:7]([CH:8]([CH3:9])[CH3:10])[C:6]([NH:5][CH2:4][C:3]([OH:58])=[O:2])=[O:57])=[O:56])=[O:55])=[O:54]. The yield is 0.430.